From a dataset of Full USPTO retrosynthesis dataset with 1.9M reactions from patents (1976-2016). Predict the reactants needed to synthesize the given product. (1) Given the product [CH2:19]([O:18][C:13]1[CH:14]=[CH:15][CH:16]=[CH:17][C:12]=1[O:11][C@@H:4]([C:5]1[CH:10]=[CH:9][CH:8]=[CH:7][CH:6]=1)[C@@H:3]([OH:1])[CH2:2][NH2:24])[CH3:20], predict the reactants needed to synthesize it. The reactants are: [O:1]1[C@H:3]([C@@H:4]([O:11][C:12]2[CH:17]=[CH:16][CH:15]=[CH:14][C:13]=2[O:18][CH2:19][CH3:20])[C:5]2[CH:10]=[CH:9][CH:8]=[CH:7][CH:6]=2)[CH2:2]1.CO.[OH-].[NH4+:24]. (2) Given the product [F:24][C:2]([F:1])([F:23])[C:3]1[CH:4]=[C:5]([C:13]2[N:17]=[CH:16][N:15](/[CH:18]=[CH:19]\[C:20]([NH:25][CH:26]3[CH:31]4[CH:27]3[CH2:28][N:29]([C:32]([O:34][C:35]([CH3:38])([CH3:37])[CH3:36])=[O:33])[CH2:30]4)=[O:21])[N:14]=2)[CH:6]=[C:7]([C:9]([F:10])([F:11])[F:12])[CH:8]=1, predict the reactants needed to synthesize it. The reactants are: [F:1][C:2]([F:24])([F:23])[C:3]1[CH:4]=[C:5]([C:13]2[N:17]=[CH:16][N:15](/[CH:18]=[CH:19]\[C:20](O)=[O:21])[N:14]=2)[CH:6]=[C:7]([C:9]([F:12])([F:11])[F:10])[CH:8]=1.[NH2:25][CH:26]1[CH:31]2[CH:27]1[CH2:28][N:29]([C:32]([O:34][C:35]([CH3:38])([CH3:37])[CH3:36])=[O:33])[CH2:30]2.C(P1(=O)OP(CCC)(=O)OP(CCC)(=O)O1)CC.CCN(C(C)C)C(C)C. (3) Given the product [CH3:1][N:2]([CH3:14])[CH2:3][CH2:4][O:5][C:6]1[CH:7]=[C:8]([NH:9][C:16]2[C:25]3[C:20](=[CH:21][CH:22]=[CH:23][CH:24]=3)[N:19]=[C:18]([CH3:26])[CH:17]=2)[CH:10]=[CH:11][C:12]=1[CH3:13], predict the reactants needed to synthesize it. The reactants are: [CH3:1][N:2]([CH3:14])[CH2:3][CH2:4][O:5][C:6]1[CH:7]=[C:8]([CH:10]=[CH:11][C:12]=1[CH3:13])[NH2:9].Cl[C:16]1[C:25]2[C:20](=[CH:21][CH:22]=[CH:23][CH:24]=2)[N:19]=[C:18]([CH3:26])[CH:17]=1. (4) The reactants are: [NH2:1][C:2]1[C:3]([C:12]([OH:14])=[O:13])=[CH:4][C:5]2[C:10]([CH:11]=1)=[CH:9][CH:8]=[CH:7][CH:6]=2.[Cl:15][C:16]1[CH:21]=[CH:20][CH:19]=[C:18]([CH3:22])[C:17]=1[N:23]=[C:24]=[O:25]. Given the product [Cl:15][C:16]1[CH:21]=[CH:20][CH:19]=[C:18]([CH3:22])[C:17]=1[NH:23][C:24]([NH:1][C:2]1[C:3]([C:12]([OH:14])=[O:13])=[CH:4][C:5]2[C:10]([CH:11]=1)=[CH:9][CH:8]=[CH:7][CH:6]=2)=[O:25], predict the reactants needed to synthesize it.